The task is: Predict the reactants needed to synthesize the given product.. This data is from Full USPTO retrosynthesis dataset with 1.9M reactions from patents (1976-2016). (1) Given the product [CH3:1][NH:2][C:3]1[CH:17]=[CH:16][C:6]([O:7][C:8]2[CH:13]=[CH:12][N:11]=[C:10]([C:14]#[N:15])[CH:9]=2)=[CH:5][C:4]=1[NH2:18], predict the reactants needed to synthesize it. The reactants are: [CH3:1][NH:2][C:3]1[CH:17]=[CH:16][C:6]([O:7][C:8]2[CH:13]=[CH:12][N:11]=[C:10]([C:14]#[N:15])[CH:9]=2)=[CH:5][C:4]=1[N+:18]([O-])=O.C([O-])([O-])=O.[Na+].[Na+].[O-]S(S([O-])=O)=O.[Na+].[Na+].CC(OO)=O. (2) Given the product [NH2:26][C:3]1[CH:4]=[C:5]([C:8]2[CH:9]=[CH:10][C:11]3[O:17][CH2:16][CH2:15][N:14]([C:18]([O:20][C:21]([CH3:23])([CH3:22])[CH3:24])=[O:19])[CH2:13][C:12]=3[CH:25]=2)[CH:6]=[CH:7][C:2]=1[NH2:1], predict the reactants needed to synthesize it. The reactants are: [NH2:1][C:2]1[CH:7]=[CH:6][C:5]([C:8]2[CH:9]=[CH:10][C:11]3[O:17][CH2:16][CH2:15][N:14]([C:18]([O:20][C:21]([CH3:24])([CH3:23])[CH3:22])=[O:19])[CH2:13][C:12]=3[CH:25]=2)=[CH:4][C:3]=1[N+:26]([O-])=O.[H][H]. (3) Given the product [C:1]([O:5][C:6](=[O:7])[N:8]([CH3:14])[CH:9]([C:10](=[O:12])[NH:57][CH:53]([C:52]([N:48]1[CH:47]([C:45](=[O:46])[NH:44][CH:34]2[C:43]3[C:38](=[CH:39][CH:40]=[CH:41][CH:42]=3)[CH2:37][CH2:36][CH2:35]2)[CH2:51][S:50][CH2:49]1)=[O:58])[CH:54]([CH3:55])[CH3:56])[CH3:13])([CH3:2])([CH3:3])[CH3:4], predict the reactants needed to synthesize it. The reactants are: [C:1]([O:5][C:6]([N:8]([CH3:14])[CH:9]([CH3:13])[C:10]([OH:12])=O)=[O:7])([CH3:4])([CH3:3])[CH3:2].C(P1(=O)OP(CCC)(=O)OP(CCC)(=O)O1)CC.Br.[CH:34]1([NH:44][C:45]([CH:47]2[CH2:51][S:50][CH2:49][N:48]2[C:52](=[O:58])[CH:53]([NH2:57])[CH:54]([CH3:56])[CH3:55])=[O:46])[C:43]2[C:38](=[CH:39][CH:40]=[CH:41][CH:42]=2)[CH2:37][CH2:36][CH2:35]1.CN1CCOCC1. (4) Given the product [Cl:1][C:2]1[CH:3]=[C:4]([CH2:9][C:10]([C:22]2[CH:23]=[CH:24][C:19]([O:18][CH3:17])=[C:20]([O:25][CH3:26])[CH:21]=2)=[O:12])[CH:5]=[CH:6][C:7]=1[Cl:8], predict the reactants needed to synthesize it. The reactants are: [Cl:1][C:2]1[CH:3]=[C:4]([CH2:9][C:10]([OH:12])=O)[CH:5]=[CH:6][C:7]=1[Cl:8].[Cl-].[Al+3].[Cl-].[Cl-].[CH3:17][O:18][C:19]1[CH:24]=[CH:23][CH:22]=[CH:21][C:20]=1[O:25][CH3:26].Cl.